From a dataset of NCI-60 drug combinations with 297,098 pairs across 59 cell lines. Regression. Given two drug SMILES strings and cell line genomic features, predict the synergy score measuring deviation from expected non-interaction effect. Drug 1: C1CCC(CC1)NC(=O)N(CCCl)N=O. Drug 2: CC=C1C(=O)NC(C(=O)OC2CC(=O)NC(C(=O)NC(CSSCCC=C2)C(=O)N1)C(C)C)C(C)C. Cell line: LOX IMVI. Synergy scores: CSS=86.2, Synergy_ZIP=4.42, Synergy_Bliss=4.77, Synergy_Loewe=5.01, Synergy_HSA=6.98.